This data is from Experimentally validated miRNA-target interactions with 360,000+ pairs, plus equal number of negative samples. The task is: Binary Classification. Given a miRNA mature sequence and a target amino acid sequence, predict their likelihood of interaction. (1) The miRNA is hsa-miR-365a-3p with sequence UAAUGCCCCUAAAAAUCCUUAU. The protein sequence of the target gene is MAAEKQVPGGGGGGGSGGGGGSGGGGSGGGRGAGGEENKENERPSAGSKANKEFGDSLSLEILQIIKESQQQHGLRHGDFQRYRGYCSRRQRRLRKTLNFKMGNRHKFTGKKVTEELLTDNRYLLLVLMDAERAWSYAMQLKQEANTEPRKRFHLLSRLRKAVKHAEELERLCESNRVDAKTKLEAQAYTAYLSGMLRFEHQEWKAAIEAFNKCKTIYEKLASAFTEEQAVLYNQRVEEISPNIRYCAYNIGDQSAINELMQMRLRSGGTEGLLAEKLEALITQTRAKQAATMSEVEWRG.... Result: 1 (interaction). (2) The miRNA is hsa-miR-6081 with sequence AGGAGCAGUGCCGGCCAAGGCGCC. The protein sequence of the target gene is MTEMSFLSSEVLVGDLMSPFDQSGLGAEESLGLLDDYLEVAKHFKPHGFSSDKAKAGSSEWLAVDGLVSPSNNSKEDAFSGTDWMLEKMDLKEFDLDALLGIDDLETMPDDLLTTLDDTCDLFAPLVQETNKQPPQTVNPIGHLPESLTKPDQVAPFTFLQPLPLSPGVLSSTPDHSFSLELGSEVDITEGDRKPDYTAYVAMIPQCIKEEDTPSDNDSGICMSPESYLGSPQHSPSTRGSPNRSLPSPGVLCGSARPKPYDPPGEKMVAAKVKGEKLDKKLKKMEQNKTAATRYRQKKR.... Result: 0 (no interaction).